From a dataset of Full USPTO retrosynthesis dataset with 1.9M reactions from patents (1976-2016). Predict the reactants needed to synthesize the given product. (1) Given the product [OH:1][C@@H:2]1[C@H:6]([OH:7])[C@@H:5]([CH2:8][OH:9])[O:4][C@H:3]1[N:10]1[CH:18]=[N:17][C:16]2[C:11]1=[N:12][C:13]([N:20]1[CH:24]=[C:23]([C:25]([NH:27][CH2:28][CH3:29])=[O:26])[CH:22]=[N:21]1)=[N:14][C:15]=2[NH2:19], predict the reactants needed to synthesize it. The reactants are: [OH:1][C@@H:2]1[C@H:6]([OH:7])[C@@H:5]([CH2:8][OH:9])[O:4][C@H:3]1[N:10]1[CH:18]=[N:17][C:16]2[C:11]1=[N:12][C:13]([N:20]1[CH:24]=[C:23]([C:25]([NH:27][CH3:28])=[O:26])[CH:22]=[N:21]1)=[N:14][C:15]=2[NH2:19].[CH2:29](N)C. (2) The reactants are: COC1C=C(OC)C=CC=1C[N:6]([C:31]1[S:32][CH:33]=[CH:34][N:35]=1)[S:7]([C:10]1[CH:19]=[CH:18][C:17]2[C:12](=[CH:13][CH:14]=[CH:15][C:16]=2[CH:20]2[CH2:24][CH2:23][CH2:22][N:21]2[CH:25]2[CH2:30][CH2:29][O:28][CH2:27][CH2:26]2)[CH:11]=1)(=[O:9])=[O:8].[C:42]([OH:48])([C:44]([F:47])([F:46])[F:45])=[O:43]. Given the product [F:45][C:44]([F:47])([F:46])[C:42]([OH:48])=[O:43].[O:28]1[CH2:29][CH2:30][CH:25]([N:21]2[CH2:22][CH2:23][CH2:24][CH:20]2[C:16]2[CH:15]=[CH:14][CH:13]=[C:12]3[C:17]=2[CH:18]=[CH:19][C:10]([S:7]([NH:6][C:31]2[S:32][CH:33]=[CH:34][N:35]=2)(=[O:8])=[O:9])=[CH:11]3)[CH2:26][CH2:27]1, predict the reactants needed to synthesize it. (3) The reactants are: BrC1C=C(C=CC=1)OC(C)(CC1C=CC(OCCC2N=C(C3CCCCC3)OC=2C)=CC=1)C(O)=O.[S:36]1[CH:40]=[CH:39][C:38](B(O)O)=[CH:37]1.C1(P(C2C=CC=CC=2)C2C=CC=CC=2)C=CC=CC=1.[F-].[K+].[CH2:65]([O:67][C:68](=[O:100])[C:69]([CH3:99])([O:92][C:93]1[CH:98]=[CH:97][CH:96]=[CH:95][CH:94]=1)[CH2:70][C:71]1[CH:76]=[CH:75][C:74]([O:77][CH2:78][CH2:79][C:80]2[N:81]=[C:82]([CH:86]3[CH2:91][CH2:90][CH2:89][CH2:88][CH2:87]3)[O:83][C:84]=2[CH3:85])=[CH:73][CH:72]=1)[CH3:66]. Given the product [CH2:65]([O:67][C:68](=[O:100])[C:69]([CH3:99])([O:92][C:93]1[CH:94]=[CH:95][CH:96]=[C:97]([C:38]2[CH:39]=[CH:40][S:36][CH:37]=2)[CH:98]=1)[CH2:70][C:71]1[CH:72]=[CH:73][C:74]([O:77][CH2:78][CH2:79][C:80]2[N:81]=[C:82]([CH:86]3[CH2:91][CH2:90][CH2:89][CH2:88][CH2:87]3)[O:83][C:84]=2[CH3:85])=[CH:75][CH:76]=1)[CH3:66], predict the reactants needed to synthesize it. (4) Given the product [F:14][C:2]([F:1])([F:13])[C:3]([C:5]1[C:6]([F:12])=[N:7][CH:8]=[CH:9][C:10]=1[I:11])=[O:4], predict the reactants needed to synthesize it. The reactants are: [F:1][C:2]([F:14])([F:13])[CH:3]([C:5]1[C:6]([F:12])=[N:7][CH:8]=[CH:9][C:10]=1[I:11])[OH:4]. (5) Given the product [CH2:1]([N:8]1[C:13](=[O:14])[C:12]2[N:15]=[CH:16][S:17][C:11]=2[N:10]=[C:9]1[CH:18]([N:21]([CH2:32][C:31]1[CH:34]=[CH:35][C:28]([Br:27])=[CH:29][CH:30]=1)[CH2:22][CH2:23][N:24]([CH3:26])[CH3:25])[CH2:19][CH3:20])[C:2]1[CH:7]=[CH:6][CH:5]=[CH:4][CH:3]=1, predict the reactants needed to synthesize it. The reactants are: [CH2:1]([N:8]1[C:13](=[O:14])[C:12]2[N:15]=[CH:16][S:17][C:11]=2[N:10]=[C:9]1[CH:18]([NH:21][CH2:22][CH2:23][N:24]([CH3:26])[CH3:25])[CH2:19][CH3:20])[C:2]1[CH:7]=[CH:6][CH:5]=[CH:4][CH:3]=1.[Br:27][C:28]1[CH:35]=[CH:34][C:31]([CH:32]=O)=[CH:30][CH:29]=1.C([BH3-])#N.[Na+].O1CCCC1. (6) Given the product [ClH:13].[C:1]1([C:7]2[N:8]3[C:9]([S:12][C:14]4[CH2:19][CH2:18][CH2:17][CH2:16][C:15]=43)=[N:10][CH:11]=2)[CH:2]=[CH:3][CH:4]=[CH:5][CH:6]=1, predict the reactants needed to synthesize it. The reactants are: [C:1]1([C:7]2[N:8]=[C:9]([SH:12])[NH:10][CH:11]=2)[CH:6]=[CH:5][CH:4]=[CH:3][CH:2]=1.[Cl:13][CH:14]1[CH2:19][CH2:18][CH2:17][CH2:16][C:15]1=O.